From a dataset of Full USPTO retrosynthesis dataset with 1.9M reactions from patents (1976-2016). Predict the reactants needed to synthesize the given product. (1) Given the product [CH3:18][C:3]1[C:2]([CH:27]=[O:28])=[C:6]([CH3:7])[N:5]([S:8]([C:11]2[CH:16]=[CH:15][C:14]([CH3:17])=[CH:13][CH:12]=2)(=[O:10])=[O:9])[N:4]=1, predict the reactants needed to synthesize it. The reactants are: I[C:2]1[C:3]([CH3:18])=[N:4][N:5]([S:8]([C:11]2[CH:16]=[CH:15][C:14]([CH3:17])=[CH:13][CH:12]=2)(=[O:10])=[O:9])[C:6]=1[CH3:7].C([Mg]Cl)(C)C.CN([CH:27]=[O:28])C. (2) The reactants are: [F:1][C:2]([F:12])([F:11])[C:3]([NH:5][CH2:6][CH2:7][CH2:8][CH2:9][OH:10])=[O:4].C(N(CC)CC)C.[CH3:20][S:21](O[S:21]([CH3:20])(=[O:23])=[O:22])(=[O:23])=[O:22]. Given the product [F:1][C:2]([F:11])([F:12])[C:3]([NH:5][CH2:6][CH2:7][CH2:8][CH2:9][O:10][S:21]([CH3:20])(=[O:23])=[O:22])=[O:4], predict the reactants needed to synthesize it. (3) Given the product [F:19][C:17]1[CH:16]=[C:15]([F:20])[CH:14]=[C:13]2[C:18]=1[C:9]([NH:8][C:7]1[C:2]([C:41]3[C:36]([O:35][CH3:34])=[N:37][CH:38]=[CH:39][CH:40]=3)=[N:3][CH:4]=[C:5]([N:28]3[CH2:29][CH2:30][O:31][CH2:32][CH2:33]3)[CH:6]=1)=[C:10]([CH3:27])[C:11]([C:21]1[CH:26]=[CH:25][CH:24]=[CH:23][N:22]=1)=[N:12]2, predict the reactants needed to synthesize it. The reactants are: Cl[C:2]1[C:7]([NH:8][C:9]2[C:18]3[C:13](=[CH:14][C:15]([F:20])=[CH:16][C:17]=3[F:19])[N:12]=[C:11]([C:21]3[CH:26]=[CH:25][CH:24]=[CH:23][N:22]=3)[C:10]=2[CH3:27])=[CH:6][C:5]([N:28]2[CH2:33][CH2:32][O:31][CH2:30][CH2:29]2)=[CH:4][N:3]=1.[CH3:34][O:35][C:36]1[C:41](B(O)O)=[CH:40][CH:39]=[CH:38][N:37]=1.C1(P(C2CCCCC2)C2(OC)CC=CC(OC)=C2C2C=CC=CC=2)CCCCC1.COC1C=CC=C(OC)C=1C1C=CC=CC=1P(C1CCCCC1)C1CCCCC1.[O-]P([O-])([O-])=O.[K+].[K+].[K+]. (4) Given the product [CH2:1]([O:8][C:9]1[CH:14]=[CH:13][C:12]([C@@H:15]([OH:18])[CH2:16][NH:42][C@@H:39]([C:36]2[CH:37]=[CH:38][CH:33]=[CH:34][CH:35]=2)[CH2:40][OH:41])=[CH:11][C:10]=1[NH:19][S:20]([CH3:23])(=[O:22])=[O:21])[C:2]1[CH:7]=[CH:6][CH:5]=[CH:4][CH:3]=1, predict the reactants needed to synthesize it. The reactants are: [CH2:1]([O:8][C:9]1[CH:14]=[CH:13][C:12]([C:15](=[O:18])[CH2:16]Br)=[CH:11][C:10]=1[NH:19][S:20]([CH3:23])(=[O:22])=[O:21])[C:2]1[CH:7]=[CH:6][CH:5]=[CH:4][CH:3]=1.C(N(C(C)C)CC)(C)C.[CH:33]1[CH:38]=[CH:37][C:36]([C@H:39]([NH2:42])[CH2:40][OH:41])=[CH:35][CH:34]=1. (5) Given the product [CH2:1]([O:8][C:9]1[CH:10]=[CH:11][C:12]([C:15]2[NH:16][C:17]3[N:18]([N:28]=[C:29]([C:31]#[N:33])[CH:30]=3)[C:19](=[O:27])[C:20]=2[CH:21]2[CH2:22][CH2:23][CH2:24][CH2:25][CH2:26]2)=[CH:13][CH:14]=1)[C:2]1[CH:7]=[CH:6][CH:5]=[CH:4][CH:3]=1, predict the reactants needed to synthesize it. The reactants are: [CH2:1]([O:8][C:9]1[CH:14]=[CH:13][C:12]([C:15]2[NH:16][C:17]3[N:18]([N:28]=[C:29]([C:31]([NH2:33])=O)[CH:30]=3)[C:19](=[O:27])[C:20]=2[CH:21]2[CH2:26][CH2:25][CH2:24][CH2:23][CH2:22]2)=[CH:11][CH:10]=1)[C:2]1[CH:7]=[CH:6][CH:5]=[CH:4][CH:3]=1.C(N(CC)CC)C.FC(F)(F)C(OC(=O)C(F)(F)F)=O. (6) The reactants are: Cl.O.[NH:3]1[CH2:8][CH2:7][C:6](=[O:9])[CH2:5][CH2:4]1.C(=O)(O)[O-].[Na+].[CH2:15]([O:22][C:23](Cl)=[O:24])[C:16]1[CH:21]=[CH:20][CH:19]=[CH:18][CH:17]=1. Given the product [O:9]=[C:6]1[CH2:7][CH2:8][N:3]([C:23]([O:22][CH2:15][C:16]2[CH:21]=[CH:20][CH:19]=[CH:18][CH:17]=2)=[O:24])[CH2:4][CH2:5]1, predict the reactants needed to synthesize it.